This data is from Reaction yield outcomes from USPTO patents with 853,638 reactions. The task is: Predict the reaction yield, written as a fraction of the theoretical maximum amount of product (1.0 means a 100% yield; for example, 0.34 means a 34% yield). (1) The reactants are [NH2:1][C:2]1[CH:3]=[C:4]([CH:9]2[C:18]([CH3:20])([CH3:19])[CH2:17][C:16]3[C:11](=[CH:12][CH:13]=[C:14]([C:21]([O:23][CH3:24])=[O:22])[CH:15]=3)[NH:10]2)[CH:5]=[C:6]([Cl:8])[CH:7]=1.C(N(CC)C(C)C)(C)C.[C:34](Cl)(=[O:41])[C:35]1[CH:40]=[CH:39][CH:38]=[CH:37][CH:36]=1. The catalyst is ClCCl. The product is [C:34]([NH:1][C:2]1[CH:3]=[C:4]([CH:9]2[C:18]([CH3:19])([CH3:20])[CH2:17][C:16]3[C:11](=[CH:12][CH:13]=[C:14]([C:21]([O:23][CH3:24])=[O:22])[CH:15]=3)[NH:10]2)[CH:5]=[C:6]([Cl:8])[CH:7]=1)(=[O:41])[C:35]1[CH:40]=[CH:39][CH:38]=[CH:37][CH:36]=1. The yield is 0.500. (2) The reactants are [CH2:1]([CH:3]([CH2:19][CH3:20])[CH:4]([N:14]1[CH:18]=[CH:17][N:16]=[CH:15]1)[C:5]1[CH:10]=[CH:9][C:8]([N:11]=[C:12]=[S:13])=[CH:7][CH:6]=1)[CH3:2].[S:21]1[C:25]2[CH:26]=[CH:27][CH:28]=[CH:29][C:24]=2[N:23]=[C:22]1[NH2:30]. The catalyst is C(#N)C. The product is [S:21]1[C:25]2[CH:26]=[CH:27][CH:28]=[CH:29][C:24]=2[N:23]=[C:22]1[NH:30][C:12]([NH:11][C:8]1[CH:7]=[CH:6][C:5]([CH:4]([N:14]2[CH:18]=[CH:17][N:16]=[CH:15]2)[CH:3]([CH2:1][CH3:2])[CH2:19][CH3:20])=[CH:10][CH:9]=1)=[S:13]. The yield is 0.0900.